This data is from Forward reaction prediction with 1.9M reactions from USPTO patents (1976-2016). The task is: Predict the product of the given reaction. (1) The product is: [ClH:22].[ClH:24].[Cl:22][C:21]1[C:16]2[CH:15]=[C:14]([C:11]3[CH2:12][CH2:13][NH:8][CH2:9][CH:10]=3)[NH:23][C:17]=2[N:18]=[CH:19][N:20]=1. Given the reactants C(OC([N:8]1[CH2:13][CH:12]=[C:11]([C:14]2[NH:23][C:17]3[N:18]=[CH:19][N:20]=[C:21]([Cl:22])[C:16]=3[CH:15]=2)[CH2:10][CH2:9]1)=O)(C)(C)C.[ClH:24].O1CCOCC1, predict the reaction product. (2) Given the reactants [C:1]1([S:7]([C:10]2[CH:15]=[CH:14][C:13]([CH2:16][CH2:17][C@@H:18]([OH:21])[CH2:19][OH:20])=[C:12](Br)[CH:11]=2)(=[O:9])=[O:8])[CH:6]=[CH:5][CH:4]=[CH:3][CH:2]=1.C1([S:29]([C:32]2[CH:41]=[C:40]3[C:35]([CH2:36]C[C@H](CO)O3)=[CH:34][CH:33]=2)(=[O:31])=[O:30])C=CC=CC=1, predict the reaction product. The product is: [C:1]1([S:7]([C:10]2[CH:15]=[C:14]3[C:13]([CH2:16][CH2:17][C@@H:18]([CH2:19][O:20][S:29]([C:32]4[CH:41]=[CH:40][C:35]([CH3:36])=[CH:34][CH:33]=4)(=[O:31])=[O:30])[O:21]3)=[CH:12][CH:11]=2)(=[O:9])=[O:8])[CH:6]=[CH:5][CH:4]=[CH:3][CH:2]=1. (3) Given the reactants [I:1][C:2]1[CH:10]=[CH:9][C:8]([Br:11])=[CH:7][C:3]=1[C:4](O)=[O:5].CSC, predict the reaction product. The product is: [I:1][C:2]1[CH:10]=[CH:9][C:8]([Br:11])=[CH:7][C:3]=1[CH2:4][OH:5].